The task is: Predict the product of the given reaction.. This data is from Forward reaction prediction with 1.9M reactions from USPTO patents (1976-2016). (1) Given the reactants [F:1][C:2]1[CH:7]=[CH:6][C:5]([NH:8][C:9](=[NH:20])[CH2:10][C:11]([C:13]2[CH:18]=[CH:17][C:16]([F:19])=[CH:15][CH:14]=2)=[O:12])=[CH:4][CH:3]=1.[C:21](OC)(=[O:24])[C:22]#[CH:23], predict the reaction product. The product is: [NH2:20][C:9]1[N:8]([C:5]2[CH:4]=[CH:3][C:2]([F:1])=[CH:7][CH:6]=2)[C:21](=[O:24])[CH:22]=[CH:23][C:10]=1[C:11](=[O:12])[C:13]1[CH:14]=[CH:15][C:16]([F:19])=[CH:17][CH:18]=1. (2) Given the reactants C([NH:4][C:5]1[S:6][CH:7]=[C:8]([CH2:10][CH2:11][C:12]2[CH:17]=[CH:16][C:15]([CH2:18][C:19]([OH:21])=[O:20])=[CH:14][CH:13]=2)[N:9]=1)(=O)C.[CH:22](C1N=C(NC(=O)C)SC=1)=O.Cl, predict the reaction product. The product is: [CH3:22][O:21][C:19](=[O:20])[CH2:18][C:15]1[CH:14]=[CH:13][C:12]([CH2:11][CH2:10][C:8]2[N:9]=[C:5]([NH2:4])[S:6][CH:7]=2)=[CH:17][CH:16]=1. (3) Given the reactants [CH3:1][C:2]1([CH3:16])[C:6]([CH3:8])([CH3:7])[O:5][B:4]([C:9]2[CH:14]=[CH:13][C:12]([OH:15])=[CH:11][CH:10]=2)[O:3]1.[O:17]1[CH2:22][CH2:21][CH:20]([O:23][CH2:24][CH2:25]O)[CH2:19][CH2:18]1, predict the reaction product. The product is: [CH3:8][C:6]1([CH3:7])[C:2]([CH3:16])([CH3:1])[O:3][B:4]([C:9]2[CH:14]=[CH:13][C:12]([O:15][CH2:25][CH2:24][O:23][CH:20]3[CH2:21][CH2:22][O:17][CH2:18][CH2:19]3)=[CH:11][CH:10]=2)[O:5]1. (4) Given the reactants [NH2:1][C:2]1[CH:3]=[C:4]([CH:8]=[CH:9][C:10]=1[N:11]1[CH2:16][CH2:15][CH2:14][CH2:13][CH:12]1[CH3:17])[C:5]([OH:7])=[O:6].N1C=CC=CC=1.[C:24](Cl)(=[O:26])[CH3:25], predict the reaction product. The product is: [C:24]([NH:1][C:2]1[CH:3]=[C:4]([CH:8]=[CH:9][C:10]=1[N:11]1[CH2:16][CH2:15][CH2:14][CH2:13][CH:12]1[CH3:17])[C:5]([OH:7])=[O:6])(=[O:26])[CH3:25]. (5) Given the reactants [CH3:1][C:2]1[N:3]=[CH:4][S:5][CH:6]=1.[C:7]1(=[O:12])[CH2:11][CH2:10][CH2:9][CH2:8]1.C([Li])CCC.[I:18]I, predict the reaction product. The product is: [I:18][C:6]1[S:5][C:4]([C:7]2([OH:12])[CH2:11][CH2:10][CH2:9][CH2:8]2)=[N:3][C:2]=1[CH3:1]. (6) The product is: [ClH:12].[NH2:13][CH2:14][C:15](=[O:21])[CH2:16][CH2:17][C:18]([O:11][CH2:10][CH2:9][CH2:8][CH2:7][C:1]1[CH:6]=[CH:5][CH:4]=[CH:3][CH:2]=1)=[O:19]. Given the reactants [C:1]1([CH2:7][CH2:8][CH2:9][CH2:10][OH:11])[CH:6]=[CH:5][CH:4]=[CH:3][CH:2]=1.[ClH:12].[NH2:13][CH2:14][C:15](=[O:21])[CH2:16][CH2:17][C:18](O)=[O:19], predict the reaction product.